Dataset: Full USPTO retrosynthesis dataset with 1.9M reactions from patents (1976-2016). Task: Predict the reactants needed to synthesize the given product. (1) Given the product [Br:1][C:2]1[CH:11]=[CH:10][C:5]([C:6]2[N:12]=[C:13]3[CH:18]=[CH:17][CH:16]=[CH:15][N:14]3[CH:7]=2)=[CH:4][CH:3]=1, predict the reactants needed to synthesize it. The reactants are: [Br:1][C:2]1[CH:11]=[CH:10][C:5]([C:6](=O)[CH2:7]Br)=[CH:4][CH:3]=1.[NH2:12][C:13]1[CH:18]=[CH:17][CH:16]=[CH:15][N:14]=1.C(=O)([O-])O.[Na+]. (2) Given the product [CH2:9]1[C:8]2([CH2:13][CH2:14][C:5](=[O:4])[CH2:6][CH2:7]2)[CH2:12][CH2:11][NH:10]1, predict the reactants needed to synthesize it. The reactants are: O1[C:5]2([CH2:14][CH2:13][C:8]3([CH2:12][CH2:11][NH:10][CH2:9]3)[CH2:7][CH2:6]2)[O:4]CC1.Cl. (3) Given the product [C:1]([C:3]1[CH:4]=[C:5]([CH:28]=[CH:29][C:30]=1[O:31][CH:32]([CH3:34])[CH3:33])[CH2:6][O:7][C:8]1[CH:16]=[CH:15][C:14]2[N:13]3[CH2:17][CH2:18][CH:19]([CH2:20][C:21]([O:23][C:24]([CH3:25])([CH3:26])[CH3:27])=[O:22])[C:12]3=[C:11]([I:42])[C:10]=2[CH:9]=1)#[N:2], predict the reactants needed to synthesize it. The reactants are: [C:1]([C:3]1[CH:4]=[C:5]([CH:28]=[CH:29][C:30]=1[O:31][CH:32]([CH3:34])[CH3:33])[CH2:6][O:7][C:8]1[CH:16]=[CH:15][C:14]2[N:13]3[CH2:17][CH2:18][CH:19]([CH2:20][C:21]([O:23][C:24]([CH3:27])([CH3:26])[CH3:25])=[O:22])[C:12]3=[CH:11][C:10]=2[CH:9]=1)#[N:2].C1C(=O)N([I:42])C(=O)C1. (4) Given the product [F:1][C:2]1[CH:3]=[C:4]([CH:8]=[C:9]([F:11])[CH:10]=1)[C:5]([Cl:14])=[O:6], predict the reactants needed to synthesize it. The reactants are: [F:1][C:2]1[CH:3]=[C:4]([CH:8]=[C:9]([F:11])[CH:10]=1)[C:5](O)=[O:6].S(Cl)([Cl:14])=O. (5) The reactants are: [F:1][C:2]1[CH:3]=[C:4]([O:15][CH2:16][CH2:17][O:18][CH3:19])[C:5]([O:10][CH2:11][CH2:12][O:13][CH3:14])=[C:6]([CH2:8]O)[CH:7]=1.N1C=CC=CC=1.S(Cl)([Cl:28])=O.O. Given the product [Cl:28][CH2:8][C:6]1[CH:7]=[C:2]([F:1])[CH:3]=[C:4]([O:15][CH2:16][CH2:17][O:18][CH3:19])[C:5]=1[O:10][CH2:11][CH2:12][O:13][CH3:14], predict the reactants needed to synthesize it. (6) Given the product [NH:6]1[C:5]2[CH:9]=[CH:10][C:2]([NH:1][C:12]([NH:11][C:14]3[CH:19]=[CH:18][CH:17]=[C:16]([O:20][CH3:21])[CH:15]=3)=[S:13])=[CH:3][C:4]=2[N:8]=[CH:7]1, predict the reactants needed to synthesize it. The reactants are: [NH2:1][C:2]1[CH:10]=[CH:9][C:5]2[NH:6][CH:7]=[N:8][C:4]=2[CH:3]=1.[N:11]([C:14]1[CH:19]=[CH:18][CH:17]=[C:16]([O:20][CH3:21])[CH:15]=1)=[C:12]=[S:13]. (7) Given the product [C:1]12([CH2:11][CH2:12][O:13][C:14]3[CH:15]=[C:16]([CH2:20][C@H:21]([NH2:23])[CH3:22])[CH:17]=[CH:18][CH:19]=3)[CH2:10][CH:5]3[CH2:6][CH:7]([CH2:9][CH:3]([CH2:4]3)[CH2:2]1)[CH2:8]2, predict the reactants needed to synthesize it. The reactants are: [C:1]12([CH2:11][CH2:12][O:13][C:14]3[CH:15]=[C:16]([CH2:20][C@H:21]([NH:23]C(=O)OC(C)(C)C)[CH3:22])[CH:17]=[CH:18][CH:19]=3)[CH2:10][CH:5]3[CH2:6][CH:7]([CH2:9][CH:3]([CH2:4]3)[CH2:2]1)[CH2:8]2.